Dataset: Forward reaction prediction with 1.9M reactions from USPTO patents (1976-2016). Task: Predict the product of the given reaction. (1) Given the reactants [S:1]1[CH:5]=[N:4][N:3]=[CH:2]1.[O:6]1[C:10]2([CH2:15][CH2:14][C:13](=[O:16])[CH2:12][CH2:11]2)[O:9][CH2:8][CH2:7]1, predict the reaction product. The product is: [S:1]1[CH:5]=[N:4][N:3]=[C:2]1[C:13]1([OH:16])[CH2:14][CH2:15][C:10]2([O:9][CH2:8][CH2:7][O:6]2)[CH2:11][CH2:12]1. (2) Given the reactants O.[OH-].[Li+].[F:4][C:5]1[CH:10]=[CH:9][C:8]([C@@H:11]2[N:16]3[C:17](=[O:30])[CH:18](P(=O)(OCC)OCC)[CH2:19][CH2:20][CH2:21][C@@H:15]3[CH2:14][CH2:13][CH2:12]2)=[CH:7][CH:6]=1.[CH3:31][O:32][C:33]1[CH:34]=[C:35]([CH:38]=[CH:39][C:40]=1[N:41]1[CH:45]=[C:44]([CH3:46])[N:43]=[CH:42]1)[CH:36]=O.C(OCC)(=O)C, predict the reaction product. The product is: [F:4][C:5]1[CH:6]=[CH:7][C:8]([C@H:11]2[N:16]3[C:17](=[O:30])/[C:18](=[CH:36]/[C:35]4[CH:38]=[CH:39][C:40]([N:41]5[CH:45]=[C:44]([CH3:46])[N:43]=[CH:42]5)=[C:33]([O:32][CH3:31])[CH:34]=4)/[CH2:19][CH2:20][CH2:21][C@H:15]3[CH2:14][CH2:13][CH2:12]2)=[CH:9][CH:10]=1. (3) Given the reactants [C:1]([O:5][C:6]([N:8]1[CH2:12][CH2:11][CH2:10][CH:9]1[C:13]1[O:17][C:16](=[O:18])[O:15][C:14]=1[C:19](O)=[O:20])=[O:7])([CH3:4])([CH3:3])[CH3:2].C(Cl)(=O)C(Cl)=O.[BH4-].C([N+](CCCC)(CCCC)CCCC)CCC, predict the reaction product. The product is: [OH:20][CH2:19][C:14]1[O:15][C:16](=[O:18])[O:17][C:13]=1[CH:9]1[CH2:10][CH2:11][CH2:12][N:8]1[C:6]([O:5][C:1]([CH3:4])([CH3:3])[CH3:2])=[O:7]. (4) Given the reactants [NH2:1][C:2]1[CH:3]=[C:4]([CH:8]=[CH:9][C:10]=1[Cl:11])[C:5]([OH:7])=[O:6].C(Cl)Cl.[CH3:15][OH:16], predict the reaction product. The product is: [Cl:11][C:10]1[CH:9]=[CH:8][C:4]([C:5]([OH:7])=[O:6])=[CH:3][C:2]=1[NH:1][C:9]1[CH2:8][CH2:4][CH2:3][C:15](=[O:16])[C:10]=1[C:2]#[N:1]. (5) Given the reactants Br[C:2]1[CH:7]=[CH:6][C:5]([S:8]([O:11][CH2:12][CH:13]([CH3:15])[CH3:14])(=[O:10])=[O:9])=[CH:4][CH:3]=1.C([O:19][B:20](OC(C)C)[O:21]C(C)C)(C)C.C([Li])CCC, predict the reaction product. The product is: [CH2:12]([O:11][S:8]([C:5]1[CH:6]=[CH:7][C:2]([B:20]([OH:21])[OH:19])=[CH:3][CH:4]=1)(=[O:10])=[O:9])[CH:13]([CH3:15])[CH3:14]. (6) Given the reactants [NH2:1][C:2]1[CH:7]=[CH:6][CH:5]=[CH:4][C:3]=1[C:8]#[C:9][CH2:10][CH2:11][CH2:12][NH:13][C:14](=[O:25])[C@@H:15]([NH:18][C:19](=[O:24])[C:20]([F:23])([F:22])[F:21])[CH2:16][CH3:17], predict the reaction product. The product is: [NH:1]1[C:2]2[C:3](=[CH:4][CH:5]=[CH:6][CH:7]=2)[CH:8]=[C:9]1[CH2:10][CH2:11][CH2:12][NH:13][C:14](=[O:25])[C@@H:15]([NH:18][C:19](=[O:24])[C:20]([F:21])([F:22])[F:23])[CH2:16][CH3:17].